Predict the product of the given reaction. From a dataset of Forward reaction prediction with 1.9M reactions from USPTO patents (1976-2016). (1) Given the reactants Br[CH2:2][CH2:3][CH2:4][NH:5][C:6]1[C:7](=[O:23])[N:8]([C:19]([CH3:22])([CH3:21])[CH3:20])[S:9](=[O:18])(=[O:17])[C:10]=1[C:11]1[CH:16]=[CH:15][CH:14]=[CH:13][CH:12]=1.[Cl:24][C:25]1[CH:30]=[CH:29][C:28]([OH:31])=[CH:27][CH:26]=1, predict the reaction product. The product is: [C:19]([N:8]1[C:7](=[O:23])[C:6]([NH:5][CH2:4][CH2:3][CH2:2][O:31][C:28]2[CH:29]=[CH:30][C:25]([Cl:24])=[CH:26][CH:27]=2)=[C:10]([C:11]2[CH:16]=[CH:15][CH:14]=[CH:13][CH:12]=2)[S:9]1(=[O:18])=[O:17])([CH3:22])([CH3:21])[CH3:20]. (2) Given the reactants [Cl:1][C:2]1[CH:7]=[C:6]([F:8])[CH:5]=[CH:4][C:3]=1[O:9][CH2:10][CH2:11][O:12][CH3:13].C([Li])CCC.CN(C)[CH:21]=[O:22].O, predict the reaction product. The product is: [Cl:1][C:2]1[C:3]([O:9][CH2:10][CH2:11][O:12][CH3:13])=[CH:4][CH:5]=[C:6]([F:8])[C:7]=1[CH:21]=[O:22]. (3) Given the reactants Cl.[CH2:2]([O:4][C:5](=[O:8])[CH2:6][NH2:7])[CH3:3].[Cl:9][C:10]1[CH:11]=[C:12]([CH:15]=[C:16]([Cl:18])[CH:17]=1)[CH2:13]Cl.C(N(CC)CC)C, predict the reaction product. The product is: [ClH:9].[Cl:9][C:10]1[CH:11]=[C:12]([CH2:13][NH:7][CH2:6][C:5]([O:4][CH2:2][CH3:3])=[O:8])[CH:15]=[C:16]([Cl:18])[CH:17]=1. (4) Given the reactants [CH2:1]([N:3]([CH2:14][CH2:15][NH:16][C:17]([C:19]1[CH:28]=[CH:27][C:26]2[C:21](=[C:22]([I:29])[CH:23]=[N:24][CH:25]=2)[N:20]=1)=[O:18])[CH2:4][CH2:5][O:6][C:7]1[C:8]([F:13])=[N:9][CH:10]=[CH:11][CH:12]=1)[CH3:2].[ClH:30].Cl.C(N(CCNC(C1C=NC2C(=CC=C(I)C=2)N=1)=O)CCOC1C(F)=NC=CC=1)C, predict the reaction product. The product is: [ClH:30].[ClH:30].[CH2:1]([N:3]([CH2:14][CH2:15][NH:16][C:17]([C:19]1[CH:28]=[CH:27][C:26]2[C:21](=[C:22]([I:29])[CH:23]=[N:24][CH:25]=2)[N:20]=1)=[O:18])[CH2:4][CH2:5][O:6][C:7]1[C:8]([F:13])=[N:9][CH:10]=[CH:11][CH:12]=1)[CH3:2]. (5) Given the reactants [CH3:1][S:2]([CH2:4][CH2:5][CH2:6][CH2:7][C:8]1[S:12][C:11]([C:13]2[CH:18]=[CH:17][N:16]=[C:15]([NH:19][CH:20]3[CH2:25][C:24]([CH3:27])([CH3:26])[NH:23][C:22]([CH3:29])([CH3:28])[CH2:21]3)[N:14]=2)=[CH:10][CH:9]=1)=[O:3].[O-]O.S(=O)(O)[O-:33].[Na+].[OH-].[Na+], predict the reaction product. The product is: [CH3:1][S:2]([CH2:4][CH2:5][CH2:6][CH2:7][C:8]1[S:12][C:11]([C:13]2[CH:18]=[CH:17][N:16]=[C:15]([NH:19][CH:20]3[CH2:25][C:24]([CH3:27])([CH3:26])[NH:23][C:22]([CH3:29])([CH3:28])[CH2:21]3)[N:14]=2)=[CH:10][CH:9]=1)(=[O:33])=[O:3]. (6) Given the reactants [NH2:1][C:2]1[CH2:7][CH2:6][CH2:5][CH2:4][C:3]=1[C:8]#[N:9].[C:10]([N:18]=[C:19]=[S:20])(=[O:17])[C:11]1[CH:16]=[CH:15][CH:14]=[CH:13][CH:12]=1, predict the reaction product. The product is: [C:8]([C:3]1[CH2:4][CH2:5][CH2:6][CH2:7][C:2]=1[NH:1][C:19]([NH:18][C:10](=[O:17])[C:11]1[CH:12]=[CH:13][CH:14]=[CH:15][CH:16]=1)=[S:20])#[N:9]. (7) Given the reactants CC1C=C(C)C=C(C)C=1S([O-])(=O)=O.[NH2:14][N+:15]1[CH:20]=[CH:19][C:18]([Br:21])=[CH:17][C:16]=1[NH2:22].[F:23][C:24]1[CH:25]=[C:26]([CH:30]=[CH:31][N:32]=1)[C:27](Cl)=O, predict the reaction product. The product is: [Br:21][C:18]1[CH:19]=[CH:20][N:15]2[N:14]=[C:27]([C:26]3[CH:30]=[CH:31][N:32]=[C:24]([F:23])[CH:25]=3)[N:22]=[C:16]2[CH:17]=1.